Dataset: Peptide-MHC class II binding affinity with 134,281 pairs from IEDB. Task: Regression. Given a peptide amino acid sequence and an MHC pseudo amino acid sequence, predict their binding affinity value. This is MHC class II binding data. (1) The peptide sequence is TYGDKWLDAKSTWYG. The MHC is HLA-DPA10301-DPB10402 with pseudo-sequence HLA-DPA10301-DPB10402. The binding affinity (normalized) is 0.259. (2) The MHC is DRB1_0401 with pseudo-sequence DRB1_0401. The binding affinity (normalized) is 0.136. The peptide sequence is LNFTGPCKGDSVTIK. (3) The peptide sequence is YATFFIKANSKFIGITE. The MHC is DRB1_0402 with pseudo-sequence DRB1_0402. The binding affinity (normalized) is 0.316.